From a dataset of CYP2D6 inhibition data for predicting drug metabolism from PubChem BioAssay. Regression/Classification. Given a drug SMILES string, predict its absorption, distribution, metabolism, or excretion properties. Task type varies by dataset: regression for continuous measurements (e.g., permeability, clearance, half-life) or binary classification for categorical outcomes (e.g., BBB penetration, CYP inhibition). Dataset: cyp2d6_veith. (1) The drug is O=C(CCc1ccccc1)Nc1ncn[nH]1. The result is 0 (non-inhibitor). (2) The result is 0 (non-inhibitor). The molecule is O=C1c2ccccc2CCCC12N=NCC2c1cccc2ccccc12. (3) The compound is COc1ccc(C(=O)Nc2nc3c(s2)Cc2cc(OC)ccc2-3)cc1. The result is 0 (non-inhibitor). (4) The molecule is CC(C)c1nc2oc3ccccc3c(=O)c2c(=O)n1-c1ccccc1. The result is 0 (non-inhibitor). (5) The drug is O=c1c2cnn(-c3ccccc3)c2nc(-c2cccs2)n1-c1ccc(Br)cc1. The result is 0 (non-inhibitor).